Dataset: Forward reaction prediction with 1.9M reactions from USPTO patents (1976-2016). Task: Predict the product of the given reaction. (1) The product is: [ClH:20].[F:1][C:2]1([F:19])[CH2:7][CH2:6][CH2:5][CH2:4][CH:3]1[NH2:8]. Given the reactants [F:1][C:2]1([F:19])[CH2:7][CH2:6][CH2:5][CH2:4][CH:3]1[NH:8]C(=O)OCC1C=CC=CC=1.[ClH:20], predict the reaction product. (2) The product is: [CH3:1][O:2][C:3]1[CH:8]=[C:7]([C:9]([N:11]2[CH2:12][CH:13]([O:15][CH3:16])[CH2:14]2)=[O:10])[CH:6]=[CH:5][C:4]=1[NH:17][C:18]1[N:19]=[CH:20][C:21]2[C:26]([CH:27]=1)=[C:25]([C:28]1[CH:29]=[N:30][N:31]([CH:33]3[CH2:34][CH2:35][NH:36][CH2:37][CH2:38]3)[CH:32]=1)[CH:24]=[CH:23][CH:22]=2. Given the reactants [CH3:1][O:2][C:3]1[CH:8]=[C:7]([C:9]([N:11]2[CH2:14][CH:13]([O:15][CH3:16])[CH2:12]2)=[O:10])[CH:6]=[CH:5][C:4]=1[NH:17][C:18]1[N:19]=[CH:20][C:21]2[C:26]([CH:27]=1)=[C:25]([C:28]1[CH:29]=[N:30][N:31]([CH:33]3[CH2:38][CH2:37][N:36](C(OC(C)(C)C)=O)[CH2:35][CH2:34]3)[CH:32]=1)[CH:24]=[CH:23][CH:22]=2.C(O)(C(F)(F)F)=O, predict the reaction product. (3) Given the reactants [Cl:1][C:2]1[CH:3]=[C:4]([CH:7]=[C:8]([O:10][C:11]2[C:12](=[O:50])[N:13]([CH2:21][C:22]3[C:30]4[C:25](=[N:26][C:27]([NH:31]CC5C=CC(OC)=CC=5)=[CH:28][CH:29]=4)[N:24](CC4C=CC(OC)=CC=4)[N:23]=3)[CH:14]=[CH:15][C:16]=2[C:17]([F:20])([F:19])[F:18])[CH:9]=1)[C:5]#[N:6].[C:51]([OH:57])([C:53]([F:56])([F:55])[F:54])=[O:52], predict the reaction product. The product is: [F:54][C:53]([F:56])([F:55])[C:51]([O-:57])=[O:52].[Cl:1][C:2]1[CH:9]=[C:8]([CH:7]=[C:4]([C:5]#[N:6])[CH:3]=1)[O:10][C:11]1[C:12](=[O:50])[N:13]([CH2:21][C:22]2[C:30]3[C:25](=[N:26][C:27]([NH3+:31])=[CH:28][CH:29]=3)[NH:24][N:23]=2)[CH:14]=[CH:15][C:16]=1[C:17]([F:18])([F:19])[F:20]. (4) Given the reactants C[O:2][C:3]([C:5]1[CH:13]=[C:12]2[C:8]([C:9]([CH:32]3[CH2:37][CH2:36][CH2:35][CH2:34][CH2:33]3)=[C:10]([C:23]3[CH:28]=[CH:27][C:26]([NH2:29])=[C:25]([CH:30]=O)[CH:24]=3)[N:11]2[CH2:14][C:15]([N:17]2[CH2:22][CH2:21][O:20][CH2:19][CH2:18]2)=[O:16])=[CH:7][CH:6]=1)=[O:4].C(C1C=C(C=O)C(O)=CC=1)(=O)C.[F:50][C:51]1[CH:52]=[C:53]([C:58](=O)[CH3:59])[CH:54]=[CH:55][C:56]=1[F:57], predict the reaction product. The product is: [CH:32]1([C:9]2[C:8]3[C:12](=[CH:13][C:5]([C:3]([OH:4])=[O:2])=[CH:6][CH:7]=3)[N:11]([CH2:14][C:15]([N:17]3[CH2:18][CH2:19][O:20][CH2:21][CH2:22]3)=[O:16])[C:10]=2[C:23]2[CH:24]=[C:25]3[C:26](=[CH:27][CH:28]=2)[N:29]=[C:58]([C:53]2[CH:54]=[CH:55][C:56]([F:57])=[C:51]([F:50])[CH:52]=2)[CH:59]=[CH:30]3)[CH2:37][CH2:36][CH2:35][CH2:34][CH2:33]1.